Dataset: Reaction yield outcomes from USPTO patents with 853,638 reactions. Task: Predict the reaction yield, written as a fraction of the theoretical maximum amount of product (1.0 means a 100% yield; for example, 0.34 means a 34% yield). The reactants are OS(O)(=O)=O.[N+:6]([O-:9])(O)=[O:7].[F:10][C:11]1[C:19]([F:20])=[C:18]([F:21])[CH:17]=[CH:16][C:12]=1[C:13]([OH:15])=[O:14]. No catalyst specified. The product is [F:10][C:11]1[C:19]([F:20])=[C:18]([F:21])[C:17]([N+:6]([O-:9])=[O:7])=[CH:16][C:12]=1[C:13]([OH:15])=[O:14]. The yield is 0.920.